From a dataset of NCI-60 drug combinations with 297,098 pairs across 59 cell lines. Regression. Given two drug SMILES strings and cell line genomic features, predict the synergy score measuring deviation from expected non-interaction effect. Drug 1: C1=CN(C(=O)N=C1N)C2C(C(C(O2)CO)O)O.Cl. Drug 2: CC1C(C(CC(O1)OC2CC(CC3=C2C(=C4C(=C3O)C(=O)C5=CC=CC=C5C4=O)O)(C(=O)C)O)N)O. Cell line: NCI-H460. Synergy scores: CSS=55.5, Synergy_ZIP=-8.92, Synergy_Bliss=-13.9, Synergy_Loewe=-10.6, Synergy_HSA=-7.27.